The task is: Predict the reactants needed to synthesize the given product.. This data is from Full USPTO retrosynthesis dataset with 1.9M reactions from patents (1976-2016). (1) Given the product [F:31][C:32]([F:45])([F:44])[S:33]([O:1][C:2]1[CH:3]=[C:4]([C@@H:8]2[CH2:12][C:11]3([CH2:17][CH2:16][N:15]([C:18]([O:20][C:21]([CH3:24])([CH3:23])[CH3:22])=[O:19])[CH2:14][CH2:13]3)[O:10][CH2:9]2)[CH:5]=[CH:6][CH:7]=1)(=[O:35])=[O:34], predict the reactants needed to synthesize it. The reactants are: [OH:1][C:2]1[CH:3]=[C:4]([C@@H:8]2[CH2:12][C:11]3([CH2:17][CH2:16][N:15]([C:18]([O:20][C:21]([CH3:24])([CH3:23])[CH3:22])=[O:19])[CH2:14][CH2:13]3)[O:10][CH2:9]2)[CH:5]=[CH:6][CH:7]=1.N1C=CC=CC=1.[F:31][C:32]([F:45])([F:44])[S:33](O[S:33]([C:32]([F:45])([F:44])[F:31])(=[O:35])=[O:34])(=[O:35])=[O:34]. (2) Given the product [CH3:26][N:27]([CH3:32])[CH2:28][CH2:29][CH2:30][NH:31][C:2]1[CH:7]=[CH:6][CH:5]=[CH:4][C:3]=1[S:8]([NH:11][C:12]1[C:21]([C:22]([OH:24])=[O:23])=[C:20]2[C:15]([CH:16]3[CH2:25][CH:17]3[CH2:18][O:19]2)=[CH:14][CH:13]=1)(=[O:10])=[O:9], predict the reactants needed to synthesize it. The reactants are: F[C:2]1[CH:7]=[CH:6][CH:5]=[CH:4][C:3]=1[S:8]([NH:11][C:12]1[C:21]([C:22]([OH:24])=[O:23])=[C:20]2[C:15]([CH:16]3[CH2:25][CH:17]3[CH2:18][O:19]2)=[CH:14][CH:13]=1)(=[O:10])=[O:9].[CH3:26][N:27]([CH3:32])[CH2:28][CH2:29][CH2:30][NH2:31].C(N(CC)CC)C.